From a dataset of Forward reaction prediction with 1.9M reactions from USPTO patents (1976-2016). Predict the product of the given reaction. (1) Given the reactants [Br:1][C:2]1[CH:7]=[CH:6][CH:5]=[C:4]([CH3:8])[N:3]=1.[H][H].C(O)(=[O:13])C, predict the reaction product. The product is: [Br:1][C:2]1[CH:7]=[CH:6][CH:5]=[C:4]([CH3:8])[N+:3]=1[O-:13]. (2) Given the reactants [OH:1][C:2]1[C:9]([CH3:10])=[C:8]([CH3:11])[C:5]([CH:6]=[O:7])=[C:4]([CH3:12])[C:3]=1[CH3:13].[H-].[Na+].[CH2:16](I)[CH2:17][CH3:18].Cl, predict the reaction product. The product is: [CH3:12][C:4]1[C:3]([CH3:13])=[C:2]([O:1][CH2:16][CH2:17][CH3:18])[C:9]([CH3:10])=[C:8]([CH3:11])[C:5]=1[CH:6]=[O:7].